From a dataset of Full USPTO retrosynthesis dataset with 1.9M reactions from patents (1976-2016). Predict the reactants needed to synthesize the given product. Given the product [NH2:8][C:4]1[CH:5]=[CH:6][CH:7]=[C:2]([CH3:1])[C:3]=1[S:11]([NH:14][C:15]1[CH:16]=[CH:17][CH:18]=[C:19]2[C:24]=1[N:23]=[CH:22][CH:21]=[CH:20]2)(=[O:13])=[O:12], predict the reactants needed to synthesize it. The reactants are: [CH3:1][C:2]1[CH:7]=[CH:6][CH:5]=[C:4]([N+:8]([O-])=O)[C:3]=1[S:11]([NH:14][C:15]1[CH:16]=[CH:17][CH:18]=[C:19]2[C:24]=1[N:23]=[CH:22][CH:21]=[CH:20]2)(=[O:13])=[O:12].Cl[Sn]Cl.